Predict the reactants needed to synthesize the given product. From a dataset of Full USPTO retrosynthesis dataset with 1.9M reactions from patents (1976-2016). (1) Given the product [Cl:1][C:2]1[N:3]=[N:4][C:5]([CH3:27])=[C:6]([C:17]2[CH:22]=[C:21]([O:23][CH3:24])[CH:20]=[C:19]([O:25][CH3:26])[C:18]=2[Cl:28])[C:7]=1[C:8]1[C:13]([F:14])=[CH:12][C:11]([F:15])=[CH:10][C:9]=1[F:16], predict the reactants needed to synthesize it. The reactants are: [Cl:1][C:2]1[N:3]=[N:4][C:5]([CH3:27])=[C:6]([C:17]2[CH:22]=[C:21]([O:23][CH3:24])[CH:20]=[C:19]([O:25][CH3:26])[CH:18]=2)[C:7]=1[C:8]1[C:13]([F:14])=[CH:12][C:11]([F:15])=[CH:10][C:9]=1[F:16].[Cl:28]N1C(=O)CCC1=O.CC(C)C#N. (2) The reactants are: [NH2:1][C:2]1[C:7]([C:8]#[N:9])=[C:6]([O:10][CH2:11][CH3:12])[N:5]=[C:4]([C:13]([OH:15])=O)[CH:3]=1.CN(C(ON1N=NC2C=CC=CC1=2)=[N+](C)C)C.[B-](F)(F)(F)F.[NH2:38][C:39]1[CH:46]=[CH:45][CH:44]=[CH:43][C:40]=1[CH2:41][NH2:42]. Given the product [NH2:1][C:2]1[C:7]([C:8]#[N:9])=[C:6]([O:10][CH2:11][CH3:12])[N:5]=[C:4]([C:13]([NH:42][CH2:41][C:40]2[CH:43]=[CH:44][CH:45]=[CH:46][C:39]=2[NH2:38])=[O:15])[CH:3]=1, predict the reactants needed to synthesize it. (3) Given the product [O:30]=[C:16]1[C@@H:15]([NH:14][C:6](=[O:11])[C:7]([F:8])([F:9])[F:10])[CH2:21][CH2:20][S:19][C@H:18]2[CH2:22][CH2:23][CH2:24][C@@H:25]([C:26]([O:28][CH3:29])=[O:27])[N:17]12, predict the reactants needed to synthesize it. The reactants are: [F:8][C:7]([F:10])([F:9])[C:6](O[C:6](=[O:11])[C:7]([F:10])([F:9])[F:8])=[O:11].[NH2:14][C@H:15]1[CH2:21][CH2:20][S:19][C@H:18]2[CH2:22][CH2:23][CH2:24][C@@H:25]([C:26]([O:28][CH3:29])=[O:27])[N:17]2[C:16]1=[O:30].CCN(C(C)C)C(C)C. (4) Given the product [C:10]([C:6]1[NH:5][C:4]2[C:3]([Cl:14])=[C:2]([Cl:1])[S:9][C:8]=2[CH:7]=1)([OH:12])=[O:11], predict the reactants needed to synthesize it. The reactants are: [Cl:1][C:2]1[S:9][C:8]2[CH:7]=[C:6]([C:10]([O:12]C)=[O:11])[NH:5][C:4]=2[C:3]=1[Cl:14].[OH-].[Li+]. (5) Given the product [Cl:18][C:10]1[C:11]2[C:6](=[CH:5][CH:4]=[CH:3][C:2]=2[Cl:1])[CH:7]=[CH:8][N:9]=1, predict the reactants needed to synthesize it. The reactants are: [Cl:1][C:2]1[CH:3]=[CH:4][CH:5]=[C:6]2[C:11]=1[CH:10]=[N:9][CH:8]=[CH:7]2.C1C=C([Cl:18])C=C(C(OO)=O)C=1.CCOCC. (6) Given the product [F:30][C:31]1[CH:38]=[C:37]([CH:39]([OH:40])[C:2]2[N:3]=[CH:4][N:5]([C:7]([C:8]3[CH:13]=[CH:12][CH:11]=[CH:10][CH:9]=3)([C:20]3[CH:21]=[CH:22][CH:23]=[CH:24][CH:25]=3)[C:14]3[CH:15]=[CH:16][CH:17]=[CH:18][CH:19]=3)[CH:6]=2)[CH:36]=[CH:35][C:32]=1[C:33]#[N:34], predict the reactants needed to synthesize it. The reactants are: I[C:2]1[N:3]=[CH:4][N:5]([C:7]([C:20]2[CH:25]=[CH:24][CH:23]=[CH:22][CH:21]=2)([C:14]2[CH:19]=[CH:18][CH:17]=[CH:16][CH:15]=2)[C:8]2[CH:13]=[CH:12][CH:11]=[CH:10][CH:9]=2)[CH:6]=1.C([Mg]Br)C.[F:30][C:31]1[CH:38]=[C:37]([CH:39]=[O:40])[CH:36]=[CH:35][C:32]=1[C:33]#[N:34]. (7) Given the product [Br:1][C:2]1[N:10]2[C:5]([C:6]([NH:21][C@@H:12]3[C:20]4[C:15](=[CH:16][CH:17]=[CH:18][CH:19]=4)[CH2:14][CH2:13]3)=[N:7][CH:8]=[N:9]2)=[CH:4][CH:3]=1, predict the reactants needed to synthesize it. The reactants are: [Br:1][C:2]1[N:10]2[C:5]([C:6](Cl)=[N:7][CH:8]=[N:9]2)=[CH:4][CH:3]=1.[C@@H:12]1([NH2:21])[C:20]2[C:15](=[CH:16][CH:17]=[CH:18][CH:19]=2)[CH2:14][CH2:13]1.C(N(CC)C(C)C)(C)C. (8) Given the product [Br:1][C:2]1[CH:9]=[CH:8][C:5](/[CH:6]=[C:15](/[C:14]2[CH:18]=[CH:19][C:20]([O:21][CH3:22])=[C:12]([O:11][CH3:10])[CH:13]=2)\[C:16]#[N:17])=[CH:4][CH:3]=1, predict the reactants needed to synthesize it. The reactants are: [Br:1][C:2]1[CH:9]=[CH:8][C:5]([CH:6]=O)=[CH:4][CH:3]=1.[CH3:10][O:11][C:12]1[CH:13]=[C:14]([CH:18]=[CH:19][C:20]=1[O:21][CH3:22])[CH2:15][C:16]#[N:17]. (9) The reactants are: [NH2:1][C:2]1[C:3]([CH3:17])=[C:4]([NH:9][C:10](=[O:16])[CH2:11][C:12]([CH3:15])([CH3:14])[CH3:13])[C:5]([CH3:8])=[CH:6][CH:7]=1.[F:18][C:19]1[CH:26]=[CH:25][C:22]([CH:23]=O)=[CH:21][CH:20]=1.[BH4-].[Na+].CO. Given the product [F:18][C:19]1[CH:26]=[CH:25][C:22]([CH2:23][NH:1][C:2]2[C:3]([CH3:17])=[C:4]([NH:9][C:10](=[O:16])[CH2:11][C:12]([CH3:13])([CH3:14])[CH3:15])[C:5]([CH3:8])=[CH:6][CH:7]=2)=[CH:21][CH:20]=1, predict the reactants needed to synthesize it.